From a dataset of Catalyst prediction with 721,799 reactions and 888 catalyst types from USPTO. Predict which catalyst facilitates the given reaction. (1) Reactant: [F:1][C:2]1[CH:22]=[CH:21][C:20]([C:23]([NH:25][C:26]2[CH:31]=[C:30]([CH3:32])[CH:29]=[CH:28][C:27]=2[F:33])=[O:24])=[CH:19][C:3]=1[O:4][C:5]1[CH:10]=[CH:9][N:8]=[C:7]([C:11]2[NH:15][CH:14]=[C:13]([C:16](O)=[O:17])[CH:12]=2)[CH:6]=1.CN(C(ON1N=NC2C=CC=NC1=2)=[N+](C)C)C.F[P-](F)(F)(F)(F)F.C(N(CC)C(C)C)(C)C.[NH2:67][C@H:68]([C:75]([O-:77])=[O:76])[CH2:69][CH2:70][C:71]([O:73][CH3:74])=[O:72].Cl. Product: [F:1][C:2]1[CH:22]=[CH:21][C:20]([C:23]([NH:25][C:26]2[CH:31]=[C:30]([CH3:32])[CH:29]=[CH:28][C:27]=2[F:33])=[O:24])=[CH:19][C:3]=1[O:4][C:5]1[CH:10]=[CH:9][N:8]=[C:7]([C:11]2[NH:15][CH:14]=[C:13]([C:16]([NH:67][CH:68]([CH2:69][CH2:70][C:71]([O:73][CH3:74])=[O:72])[C:75]([OH:77])=[O:76])=[O:17])[CH:12]=2)[CH:6]=1. The catalyst class is: 18. (2) Reactant: [H-].[Na+].[Br:3][C:4]1[CH:5]=[C:6]2[C:11](=[CH:12][CH:13]=1)[NH:10][C:9](=[O:14])[CH2:8][CH2:7]2.Br[CH2:16][C:17]([O:19][C:20]([CH3:23])([CH3:22])[CH3:21])=[O:18]. Product: [Br:3][C:4]1[CH:5]=[C:6]2[C:11](=[CH:12][CH:13]=1)[N:10]([CH2:16][C:17]([O:19][C:20]([CH3:23])([CH3:22])[CH3:21])=[O:18])[C:9](=[O:14])[CH2:8][CH2:7]2. The catalyst class is: 9.